From a dataset of Catalyst prediction with 721,799 reactions and 888 catalyst types from USPTO. Predict which catalyst facilitates the given reaction. (1) Reactant: [Cl:1][C:2]1[CH:33]=[CH:32][CH:31]=[C:30]([C:34]([F:37])([F:36])[F:35])[C:3]=1[C:4]([N:6]1[C:14]2[C:9](=[CH:10][CH:11]=[C:12]([C:15]#[C:16][CH2:17][OH:18])[CH:13]=2)[C:8]([C:19]2[CH:28]=[CH:27][C:22]([C:23]([O:25][CH3:26])=[O:24])=[CH:21][C:20]=2[F:29])=[N:7]1)=[O:5].CC(OI1(OC(C)=O)(OC(C)=O)OC(=O)C2C=CC=CC1=2)=O. Product: [Cl:1][C:2]1[CH:33]=[CH:32][CH:31]=[C:30]([C:34]([F:36])([F:37])[F:35])[C:3]=1[C:4]([N:6]1[C:14]2[C:9](=[CH:10][CH:11]=[C:12]([C:15]#[C:16][CH:17]=[O:18])[CH:13]=2)[C:8]([C:19]2[CH:28]=[CH:27][C:22]([C:23]([O:25][CH3:26])=[O:24])=[CH:21][C:20]=2[F:29])=[N:7]1)=[O:5]. The catalyst class is: 34. (2) Reactant: [CH2:1]([C:5]12[CH2:17][CH2:16][C:15](=[O:18])[C:14]([C:19]3[CH:24]=[CH:23][C:22]([OH:25])=[CH:21][CH:20]=3)=[C:13]1[C:12]1[C:7](=[CH:8][C:9]([O:26][CH3:27])=[CH:10][CH:11]=1)[CH2:6]2)[CH2:2][CH2:3][CH3:4].N1C=CC=CC=1.[F:34][C:35]([F:48])([F:47])[S:36](O[S:36]([C:35]([F:48])([F:47])[F:34])(=[O:38])=[O:37])(=[O:38])=[O:37].[OH-].[Na+]. Product: [CH2:1]([C:5]12[CH2:17][CH2:16][C:15](=[O:18])[C:14]([C:19]3[CH:24]=[CH:23][C:22]([O:25][S:36]([C:35]([F:48])([F:47])[F:34])(=[O:38])=[O:37])=[CH:21][CH:20]=3)=[C:13]1[C:12]1[C:7](=[CH:8][C:9]([O:26][CH3:27])=[CH:10][CH:11]=1)[CH2:6]2)[CH2:2][CH2:3][CH3:4]. The catalyst class is: 34.